This data is from Forward reaction prediction with 1.9M reactions from USPTO patents (1976-2016). The task is: Predict the product of the given reaction. The product is: [CH2:32]([C:31]1[C:23]([O:22][CH2:15][C:16]2[CH:17]=[CH:18][CH:19]=[CH:20][CH:21]=2)=[C:24]2[C:28](=[C:29]([CH3:1])[CH:30]=1)[CH2:27][CH2:26][CH2:25]2)[CH:33]=[CH2:34]. Given the reactants [C:1](=O)([O-])[O-].[K+].[K+].C(Br)C1C=CC=CC=1.[CH2:15]([O:22][C:23]1[C:24]2[CH2:25][CH2:26][CH2:27][C:28]=2[CH:29]=[CH:30][C:31]=1[CH2:32][CH:33]=[CH2:34])[C:16]1[CH:21]=[CH:20][CH:19]=[CH:18][CH:17]=1, predict the reaction product.